This data is from Forward reaction prediction with 1.9M reactions from USPTO patents (1976-2016). The task is: Predict the product of the given reaction. (1) Given the reactants [Cl:1][C:2]1[C:3]([O:12][C:13]2[CH:18]=[C:17]([O:19][CH2:20][CH2:21][O:22][CH3:23])[CH:16]=[CH:15][C:14]=2[CH2:24][CH2:25]C(O)=O)=[N:4][CH:5]=[C:6]([C:8]([F:11])([F:10])[F:9])[CH:7]=1.C([N:31]([CH2:34]C)CC)C.C1(P(N=[N+]=[N-])(C2C=CC=CC=2)=[O:43])C=CC=CC=1.[CH2:53]([OH:60])[C:54]1[CH:59]=[CH:58][CH:57]=[CH:56][CH:55]=1, predict the reaction product. The product is: [Cl:1][C:2]1[C:3]([O:12][C:13]2[CH:18]=[C:17]([O:19][CH2:20][CH2:21][O:22][CH3:23])[CH:16]=[CH:15][C:14]=2[CH2:24][CH2:25][NH:31][C:34](=[O:43])[O:60][CH2:53][C:54]2[CH:59]=[CH:58][CH:57]=[CH:56][CH:55]=2)=[N:4][CH:5]=[C:6]([C:8]([F:10])([F:9])[F:11])[CH:7]=1. (2) Given the reactants [Si:1]([O:8][CH2:9][C:10]1[CH:11]=[C:12]2[C:17](=[N:18][C:19]=1[CH:20]([O:23][CH3:24])[O:21][CH3:22])[N:16]([C:25](OC1C=CC=CC=1)=[O:26])[CH2:15][CH2:14][CH2:13]2)([C:4]([CH3:7])([CH3:6])[CH3:5])([CH3:3])[CH3:2].[NH2:34][C:35]1[CH:42]=[C:41]([O:43][CH:44]([CH3:46])[CH3:45])[C:38]([C:39]#[N:40])=[CH:37][N:36]=1.[Li+].C[Si]([N-][Si](C)(C)C)(C)C, predict the reaction product. The product is: [Si:1]([O:8][CH2:9][C:10]1[CH:11]=[C:12]2[C:17](=[N:18][C:19]=1[CH:20]([O:21][CH3:22])[O:23][CH3:24])[N:16]([C:25]([NH:34][C:35]1[CH:42]=[C:41]([O:43][CH:44]([CH3:46])[CH3:45])[C:38]([C:39]#[N:40])=[CH:37][N:36]=1)=[O:26])[CH2:15][CH2:14][CH2:13]2)([C:4]([CH3:5])([CH3:6])[CH3:7])([CH3:3])[CH3:2].